Dataset: Reaction yield outcomes from USPTO patents with 853,638 reactions. Task: Predict the reaction yield, written as a fraction of the theoretical maximum amount of product (1.0 means a 100% yield; for example, 0.34 means a 34% yield). (1) The reactants are [CH3:1][C:2]1([CH3:12])[C:11]2[C:6](=[CH:7][CH:8]=[CH:9][CH:10]=2)[NH:5][CH2:4][CH2:3]1.[N+:13]([O-])([O-:15])=[O:14].[K+].C([O-])([O-])=O.[Na+].[Na+]. The catalyst is OS(O)(=O)=O. The product is [CH3:1][C:2]1([CH3:12])[C:11]2[C:6](=[CH:7][C:8]([N+:13]([O-:15])=[O:14])=[CH:9][CH:10]=2)[NH:5][CH2:4][CH2:3]1. The yield is 0.500. (2) The reactants are N.CC(C)([O-:5])C.[K+].[Cl:8][C:9]1[CH:14]=[CH:13][N:12]=[CH:11][C:10]=1[N+:15]([O-:17])=[O:16].C(OO)(C)(C)C. The catalyst is C1COCC1. The product is [Cl:8][C:9]1[C:10]([N+:15]([O-:17])=[O:16])=[CH:11][N:12]=[C:13]([OH:5])[CH:14]=1. The yield is 0.800. (3) The reactants are [CH2:1]([O:5][CH2:6][C:7]1[CH:12]=[CH:11][C:10]([CH2:13][C:14](Cl)=[N:15][OH:16])=[CH:9][CH:8]=1)[CH2:2][CH2:3][CH3:4].[C:18]([C:20]1[C:21]([NH2:26])=[N:22][CH:23]=[CH:24][CH:25]=1)#[CH:19].C(N(CC)CC)C. The catalyst is O1CCCC1. The product is [CH2:1]([O:5][CH2:6][C:7]1[CH:12]=[CH:11][C:10]([CH2:13][C:14]2[CH:19]=[C:18]([C:20]3[C:21]([NH2:26])=[N:22][CH:23]=[CH:24][CH:25]=3)[O:16][N:15]=2)=[CH:9][CH:8]=1)[CH2:2][CH2:3][CH3:4]. The yield is 0.0500.